Task: Regression. Given a peptide amino acid sequence and an MHC pseudo amino acid sequence, predict their binding affinity value. This is MHC class I binding data.. Dataset: Peptide-MHC class I binding affinity with 185,985 pairs from IEDB/IMGT (1) The peptide sequence is LLAPITAYA. The MHC is HLA-A02:01 with pseudo-sequence HLA-A02:01. The binding affinity (normalized) is 0.902. (2) The peptide sequence is AYMDRKSFK. The MHC is HLA-B40:01 with pseudo-sequence HLA-B40:01. The binding affinity (normalized) is 0.0847. (3) The peptide sequence is NFFHASLAY. The MHC is HLA-B39:01 with pseudo-sequence HLA-B39:01. The binding affinity (normalized) is 0.0847. (4) The peptide sequence is HEGDIVPLF. The MHC is HLA-A03:01 with pseudo-sequence HLA-A03:01. The binding affinity (normalized) is 0.0847. (5) The peptide sequence is AYISSEATTPV. The MHC is HLA-A29:02 with pseudo-sequence HLA-A29:02. The binding affinity (normalized) is 0.